This data is from Full USPTO retrosynthesis dataset with 1.9M reactions from patents (1976-2016). The task is: Predict the reactants needed to synthesize the given product. (1) Given the product [F:1][C:2]1[C:7]([OH:8])=[CH:6][CH:5]=[C:4]2[C:3]=1[CH:12]=[C:13]([CH3:14])[NH:9]2, predict the reactants needed to synthesize it. The reactants are: [F:1][C:2]1[C:7]([OH:8])=[CH:6][CH:5]=[C:4]([N+:9]([O-])=O)[C:3]=1[CH2:12][C:13](=O)[CH3:14].S(S([O-])=O)([O-])=O.[Na+].[Na+]. (2) Given the product [Br:13][C:3]1[C:4]2[C:9](=[CH:8][C:7]([C:10]([OH:12])=[O:11])=[CH:6][CH:5]=2)[NH:1][CH:2]=1, predict the reactants needed to synthesize it. The reactants are: [NH:1]1[C:9]2[C:4](=[CH:5][CH:6]=[C:7]([C:10]([OH:12])=[O:11])[CH:8]=2)[CH:3]=[CH:2]1.[Br:13]N1C(=O)CCC1=O. (3) Given the product [CH3:36][C:22]1[N:23]=[C:24]([C:26]2[CH:27]=[CH:28][C:29]([C:32]([F:35])([F:34])[F:33])=[CH:30][CH:31]=2)[S:25][C:21]=1[CH2:20][CH2:19][CH2:18][O:17][C:12]1[CH:13]=[CH:14][CH:15]=[C:16]2[C:11]=1[CH:10]=[CH:9][N:8]2[CH2:7][C:6]([OH:37])=[O:5], predict the reactants needed to synthesize it. The reactants are: C([O:5][C:6](=[O:37])[CH2:7][N:8]1[C:16]2[C:11](=[C:12]([O:17][CH2:18][CH2:19][CH2:20][C:21]3[S:25][C:24]([C:26]4[CH:31]=[CH:30][C:29]([C:32]([F:35])([F:34])[F:33])=[CH:28][CH:27]=4)=[N:23][C:22]=3[CH3:36])[CH:13]=[CH:14][CH:15]=2)[CH:10]=[CH:9]1)(C)(C)C.[OH-].[Na+]. (4) Given the product [CH3:32][CH2:33][N:16]([CH:14]([CH3:9])[CH3:69])[CH:17]([CH3:18])[CH3:25].[CH2:1]([N:55]([CH:54]([CH3:53])[CH3:69])[CH:56]([CH3:57])[CH3:61])[CH3:2], predict the reactants needed to synthesize it. The reactants are: [CH3:1][CH:2]([CH2:18][C@H:17]([NH:16][C:14]([CH3:9])=O)[C:25](N[C@H:9]([C:14]([NH:16][C@H:17]([C:25](O)=O)[CH2:18]CCN=C(N)N)=O)[CH2:1][CH:2](C)C)=O)C.[CH3:32][C@@H:33]1O[C@@H](OP(O)(N[C@H](C(N[C@H](C(O)=O)C[C:53]2[C:57]3C=CC=[CH:61][C:56]=3[NH:55][CH:54]=2)=O)CC(C)C)=O)[C@H](O)[C@H](O)[C@H]1O.[CH2:69]1N(CCO)CCN(CCS(O)(=O)=O)C1. (5) Given the product [Br:1][C:2]1[CH:3]=[N:4][C:5]2[N:6]([N:8]=[C:9]([C:11]([N:25]3[CH2:24][CH:23]=[C:22]([C:18]4[CH:19]=[CH:20][CH:21]=[C:16]([C:15]([F:14])([F:28])[F:29])[CH:17]=4)[CH2:27][CH2:26]3)=[O:13])[CH:10]=2)[CH:7]=1, predict the reactants needed to synthesize it. The reactants are: [Br:1][C:2]1[CH:3]=[N:4][C:5]2[N:6]([N:8]=[C:9]([C:11]([OH:13])=O)[CH:10]=2)[CH:7]=1.[F:14][C:15]([F:29])([F:28])[C:16]1[CH:17]=[C:18]([C:22]2[CH2:23][CH2:24][NH:25][CH2:26][CH:27]=2)[CH:19]=[CH:20][CH:21]=1. (6) Given the product [CH3:1][C:2]1[CH:3]=[C:4]([C:8]([N+:9]([O-:11])=[O:10])([CH2:16][OH:18])[CH2:14][OH:12])[CH:5]=[CH:6][CH:7]=1, predict the reactants needed to synthesize it. The reactants are: [CH3:1][C:2]1[CH:7]=[CH:6][CH:5]=[C:4]([CH2:8][N+:9]([O-:11])=[O:10])[CH:3]=1.[OH-:12].[Na+].[CH2:14]=O.[CH2:16]([OH:18])C. (7) Given the product [Cl:17][C:15]1[CH:14]=[CH:13][C:12]([CH3:18])=[C:11]([CH:16]=1)[CH2:10][NH:9][C:7]([C:5]1[O:4][N:3]=[C:2]([NH:1][C:24](=[O:25])[C:23]([F:34])([F:33])[F:22])[CH:6]=1)=[O:8], predict the reactants needed to synthesize it. The reactants are: [NH2:1][C:2]1[CH:6]=[C:5]([C:7]([NH:9][CH2:10][C:11]2[CH:16]=[C:15]([Cl:17])[CH:14]=[CH:13][C:12]=2[CH3:18])=[O:8])[O:4][N:3]=1.C(Cl)Cl.[F:22][C:23]([F:34])([F:33])[C:24](O[C:24](=[O:25])[C:23]([F:34])([F:33])[F:22])=[O:25].